This data is from Catalyst prediction with 721,799 reactions and 888 catalyst types from USPTO. The task is: Predict which catalyst facilitates the given reaction. (1) Reactant: [C:1]([C:5]1[C:6]([O:28][CH3:29])=[C:7]([C:19]([C:21]2[CH:26]=[CH:25][N:24]=[C:23](Cl)[CH:22]=2)=[O:20])[CH:8]=[C:9]([C:11]2[C:12]([O:17][CH3:18])=[N:13][CH:14]=[CH:15][CH:16]=2)[CH:10]=1)([CH3:4])([CH3:3])[CH3:2].C(=[NH:43])(C1C=CC=CC=1)C1C=CC=CC=1.C1C=CC(P(C2C(C3C(P(C4C=CC=CC=4)C4C=CC=CC=4)=CC=C4C=3C=CC=C4)=C3C(C=CC=C3)=CC=2)C2C=CC=CC=2)=CC=1.CC(C)([O-])C.[Na+]. Product: [NH2:43][C:23]1[CH:22]=[C:21]([C:19]([C:7]2[CH:8]=[C:9]([C:11]3[C:12]([O:17][CH3:18])=[N:13][CH:14]=[CH:15][CH:16]=3)[CH:10]=[C:5]([C:1]([CH3:3])([CH3:2])[CH3:4])[C:6]=2[O:28][CH3:29])=[O:20])[CH:26]=[CH:25][N:24]=1. The catalyst class is: 110. (2) Reactant: C1(P(C2CCCCC2)C2CCCCC2)CCCCC1.Br[C:21]1[C:26]([F:27])=[CH:25][C:24]([NH:28][C:29](=[O:33])[CH:30]([CH3:32])[CH3:31])=[CH:23][C:22]=1[F:34].[B:35]1([B:35]2[O:39][C:38]([CH3:41])([CH3:40])[C:37]([CH3:43])([CH3:42])[O:36]2)[O:39][C:38]([CH3:41])([CH3:40])[C:37]([CH3:43])([CH3:42])[O:36]1.C([O-])(=O)C.[K+]. Product: [F:34][C:22]1[CH:23]=[C:24]([NH:28][C:29](=[O:33])[CH:30]([CH3:32])[CH3:31])[CH:25]=[C:26]([F:27])[C:21]=1[B:35]1[O:39][C:38]([CH3:41])([CH3:40])[C:37]([CH3:43])([CH3:42])[O:36]1. The catalyst class is: 62.